Dataset: NCI-60 drug combinations with 297,098 pairs across 59 cell lines. Task: Regression. Given two drug SMILES strings and cell line genomic features, predict the synergy score measuring deviation from expected non-interaction effect. (1) Drug 1: CC(C)(C#N)C1=CC(=CC(=C1)CN2C=NC=N2)C(C)(C)C#N. Drug 2: B(C(CC(C)C)NC(=O)C(CC1=CC=CC=C1)NC(=O)C2=NC=CN=C2)(O)O. Cell line: HCC-2998. Synergy scores: CSS=30.9, Synergy_ZIP=3.48, Synergy_Bliss=1.75, Synergy_Loewe=-12.1, Synergy_HSA=-8.05. (2) Drug 1: CCC(=C(C1=CC=CC=C1)C2=CC=C(C=C2)OCCN(C)C)C3=CC=CC=C3.C(C(=O)O)C(CC(=O)O)(C(=O)O)O. Drug 2: CC1CCCC2(C(O2)CC(NC(=O)CC(C(C(=O)C(C1O)C)(C)C)O)C(=CC3=CSC(=N3)C)C)C. Cell line: TK-10. Synergy scores: CSS=53.0, Synergy_ZIP=-4.45, Synergy_Bliss=-0.380, Synergy_Loewe=3.90, Synergy_HSA=6.49.